This data is from Forward reaction prediction with 1.9M reactions from USPTO patents (1976-2016). The task is: Predict the product of the given reaction. (1) Given the reactants C(N1[C:12]2[C:7](=[CH:8][CH:9]=[CH:10][CH:11]=2)[C:6](=O)[C:5]1=O)CC.[Cl:15][C:16]1[CH:17]=[C:18]2[C:22](=[CH:23][CH:24]=1)[NH:21][C:20](=[O:25])[C:19]2=[O:26].C1C=CC(CCBr)=CC=1, predict the reaction product. The product is: [Cl:15][C:16]1[CH:17]=[C:18]2[C:22](=[CH:23][CH:24]=1)[N:21]([CH2:5][CH2:6][C:7]1[CH:12]=[CH:11][CH:10]=[CH:9][CH:8]=1)[C:20](=[O:25])[C:19]2=[O:26]. (2) Given the reactants [N:1]1[C:8]([Cl:9])=[N:7][C:5](Cl)=[N:4][C:2]=1[Cl:3].CC#N.[F:13][C:14]([F:32])([F:31])[C:15]1[CH:20]=[CH:19][CH:18]=[CH:17][C:16]=1[CH2:21][NH:22][C:23]([CH:25]1[CH2:30][CH2:29][NH:28][CH2:27][CH2:26]1)=[O:24].[OH-].[Na+], predict the reaction product. The product is: [Cl:9][C:8]1[N:1]=[C:2]([Cl:3])[N:4]=[C:5]([N:28]2[CH2:29][CH2:30][CH:25]([C:23]([NH:22][CH2:21][C:16]3[CH:17]=[CH:18][CH:19]=[CH:20][C:15]=3[C:14]([F:13])([F:31])[F:32])=[O:24])[CH2:26][CH2:27]2)[N:7]=1. (3) Given the reactants C([O:3][C:4](=[O:25])[CH2:5][O:6][C:7]1[CH:12]=[C:11]([CH3:13])[CH:10]=[C:9]([CH3:14])[C:8]=1[CH2:15][C:16]1[CH:21]=[CH:20][C:19]([CH:22]([CH3:24])[CH3:23])=[CH:18][CH:17]=1)C, predict the reaction product. The product is: [CH:22]([C:19]1[CH:18]=[CH:17][C:16]([CH2:15][C:8]2[C:9]([CH3:14])=[CH:10][C:11]([CH3:13])=[CH:12][C:7]=2[O:6][CH2:5][C:4]([OH:25])=[O:3])=[CH:21][CH:20]=1)([CH3:24])[CH3:23]. (4) Given the reactants C(OC(=O)[NH:7][C:8]1[CH:13]=[C:12]([N:14]([CH3:16])[CH3:15])[C:11]([F:17])=[CH:10][C:9]=1[NH:18][C:19](=[O:42])[CH2:20][C:21](=O)[C:22]1[CH:27]=[CH:26][CH:25]=[C:24]([C:28]2[O:32][N:31]=[C:30]([CH2:33][O:34]C3CCCCO3)[CH:29]=2)[CH:23]=1)(C)(C)C.C(O)(C(F)(F)F)=O, predict the reaction product. The product is: [CH3:15][N:14]([CH3:16])[C:12]1[C:11]([F:17])=[CH:10][C:9]2[NH:18][C:19](=[O:42])[CH2:20][C:21]([C:22]3[CH:27]=[CH:26][CH:25]=[C:24]([C:28]4[O:32][N:31]=[C:30]([CH2:33][OH:34])[CH:29]=4)[CH:23]=3)=[N:7][C:8]=2[CH:13]=1. (5) Given the reactants [CH2:1]([O:3][C:4]([C:6]1[NH:7][CH:8]=[C:9]([N+:11]([O-:13])=[O:12])[N:10]=1)=[O:5])[CH3:2].[CH:14]1([CH2:17]Br)[CH2:16][CH2:15]1.C(=O)([O-])[O-].[K+].[K+], predict the reaction product. The product is: [CH2:1]([O:3][C:4]([C:6]1[N:7]([CH2:17][CH:14]2[CH2:16][CH2:15]2)[CH:8]=[C:9]([N+:11]([O-:13])=[O:12])[N:10]=1)=[O:5])[CH3:2]. (6) Given the reactants [F:1][C:2]1[CH:7]=[CH:6][CH:5]=[CH:4][C:3]=1[N:8]1[C:16]2[C:11](=[C:12]([N:17]3[CH2:21][CH2:20][NH:19][C:18]3=[O:22])[CH:13]=[CH:14][CH:15]=2)[CH:10]=[N:9]1.[H-].[Na+].Br[CH2:26][C:27](=[O:32])[CH2:28][CH:29]([CH3:31])[CH3:30], predict the reaction product. The product is: [F:1][C:2]1[CH:7]=[CH:6][CH:5]=[CH:4][C:3]=1[N:8]1[C:16]2[C:11](=[C:12]([N:17]3[CH2:21][CH2:20][N:19]([CH2:26][C:27](=[O:32])[CH2:28][CH:29]([CH3:31])[CH3:30])[C:18]3=[O:22])[CH:13]=[CH:14][CH:15]=2)[CH:10]=[N:9]1. (7) Given the reactants [C:1]([O:5][C:6]([N:8]1[CH2:13][CH2:12][NH:11][CH2:10][CH2:9]1)=[O:7])([CH3:4])([CH3:3])[CH3:2].[N+:14]([C:17]1[CH:27]=[CH:26][C:20]([CH2:21][O:22][C:23](Cl)=[O:24])=[CH:19][CH:18]=1)([O-:16])=[O:15].C(N(CC)CC)C.C(OCC)(=O)C, predict the reaction product. The product is: [C:1]([O:5][C:6]([N:8]1[CH2:13][CH2:12][N:11]([C:23]([O:22][CH2:21][C:20]2[CH:19]=[CH:18][C:17]([N+:14]([O-:16])=[O:15])=[CH:27][CH:26]=2)=[O:24])[CH2:10][CH2:9]1)=[O:7])([CH3:4])([CH3:2])[CH3:3].